This data is from NCI-60 drug combinations with 297,098 pairs across 59 cell lines. The task is: Regression. Given two drug SMILES strings and cell line genomic features, predict the synergy score measuring deviation from expected non-interaction effect. (1) Drug 1: C1=CC=C(C=C1)NC(=O)CCCCCCC(=O)NO. Drug 2: C(=O)(N)NO. Cell line: UACC-257. Synergy scores: CSS=32.3, Synergy_ZIP=-4.11, Synergy_Bliss=-0.294, Synergy_Loewe=-43.7, Synergy_HSA=-0.786. (2) Drug 1: CC(C1=C(C=CC(=C1Cl)F)Cl)OC2=C(N=CC(=C2)C3=CN(N=C3)C4CCNCC4)N. Drug 2: C1=C(C(=O)NC(=O)N1)N(CCCl)CCCl. Cell line: NCI-H460. Synergy scores: CSS=29.5, Synergy_ZIP=0.643, Synergy_Bliss=4.18, Synergy_Loewe=1.27, Synergy_HSA=5.20. (3) Drug 1: CC1=CC2C(CCC3(C2CCC3(C(=O)C)OC(=O)C)C)C4(C1=CC(=O)CC4)C. Drug 2: CC(C)NC(=O)C1=CC=C(C=C1)CNNC.Cl. Cell line: MDA-MB-435. Synergy scores: CSS=-5.96, Synergy_ZIP=3.28, Synergy_Bliss=1.54, Synergy_Loewe=-6.79, Synergy_HSA=-3.88. (4) Drug 1: CC1C(C(=O)NC(C(=O)N2CCCC2C(=O)N(CC(=O)N(C(C(=O)O1)C(C)C)C)C)C(C)C)NC(=O)C3=C4C(=C(C=C3)C)OC5=C(C(=O)C(=C(C5=N4)C(=O)NC6C(OC(=O)C(N(C(=O)CN(C(=O)C7CCCN7C(=O)C(NC6=O)C(C)C)C)C)C(C)C)C)N)C. Drug 2: C(=O)(N)NO. Cell line: HS 578T. Synergy scores: CSS=2.42, Synergy_ZIP=-0.766, Synergy_Bliss=1.02, Synergy_Loewe=0.842, Synergy_HSA=1.75. (5) Drug 1: CC1CCC2CC(C(=CC=CC=CC(CC(C(=O)C(C(C(=CC(C(=O)CC(OC(=O)C3CCCCN3C(=O)C(=O)C1(O2)O)C(C)CC4CCC(C(C4)OC)O)C)C)O)OC)C)C)C)OC. Drug 2: CC(C)(C#N)C1=CC(=CC(=C1)CN2C=NC=N2)C(C)(C)C#N. Cell line: CAKI-1. Synergy scores: CSS=1.70, Synergy_ZIP=0.517, Synergy_Bliss=0.770, Synergy_Loewe=-1.28, Synergy_HSA=-0.306.